This data is from Reaction yield outcomes from USPTO patents with 853,638 reactions. The task is: Predict the reaction yield, written as a fraction of the theoretical maximum amount of product (1.0 means a 100% yield; for example, 0.34 means a 34% yield). The reactants are Cl[C:2]1[N:7]=[C:6]([NH:8][C:9]2[CH:14]=[CH:13][C:12]3[O:15][CH2:16][CH2:17][O:18][C:11]=3[CH:10]=2)[C:5]([F:19])=[CH:4][N:3]=1.C(N(CC)C(C)C)(C)C.[CH2:29]([O:35][C:36]1[CH:42]=[CH:41][C:39]([NH2:40])=[CH:38][CH:37]=1)[CH2:30][CH2:31][CH2:32][CH2:33][CH3:34]. The catalyst is C(O)CO. The product is [CH2:17]1[CH2:16][O:15][C:12]2[CH:13]=[CH:14][C:9]([NH:8][C:6]3[C:5]([F:19])=[CH:4][N:3]=[C:2]([NH:40][C:39]4[CH:38]=[CH:37][C:36]([O:35][CH2:29][CH2:30][CH2:31][CH2:32][CH2:33][CH3:34])=[CH:42][CH:41]=4)[N:7]=3)=[CH:10][C:11]=2[O:18]1. The yield is 0.230.